This data is from Forward reaction prediction with 1.9M reactions from USPTO patents (1976-2016). The task is: Predict the product of the given reaction. (1) Given the reactants [Cl:1][C:2]1[N:3]=[C:4](Cl)[C:5]2[CH:10]=[CH:9][N:8]([S:11]([C:14]3[CH:20]=[CH:19][C:17]([CH3:18])=[CH:16][CH:15]=3)(=[O:13])=[O:12])[C:6]=2[N:7]=1.[NH:22]1[CH2:30][CH2:29][CH2:28][CH:24]([C:25]([NH2:27])=[O:26])[CH2:23]1.C(N(CC)CC)C.O, predict the reaction product. The product is: [Cl:1][C:2]1[N:3]=[C:4]([N:22]2[CH2:30][CH2:29][CH2:28][CH:24]([C:25]([NH2:27])=[O:26])[CH2:23]2)[C:5]2[CH:10]=[CH:9][N:8]([S:11]([C:14]3[CH:20]=[CH:19][C:17]([CH3:18])=[CH:16][CH:15]=3)(=[O:13])=[O:12])[C:6]=2[N:7]=1. (2) Given the reactants [OH:1][C:2]1[CH:9]=[CH:8][C:5]([CH:6]=O)=[C:4]([O:10][CH3:11])[CH:3]=1.C(O)(=O)[CH2:13][C:14]([OH:16])=[O:15].N1CCCCC1.Cl, predict the reaction product. The product is: [OH:1][C:2]1[CH:9]=[CH:8][C:5](/[CH:6]=[CH:13]/[C:14]([OH:16])=[O:15])=[C:4]([O:10][CH3:11])[CH:3]=1. (3) Given the reactants [Cl:1][C:2]1[CH:3]=[C:4]([CH:7]=[CH:8][CH:9]=1)[CH2:5]Cl.[C:10]([O:14][C:15](=[O:33])[CH2:16][NH:17][S:18]([C:21]1[CH:30]=[C:29]2[C:24]([C:25]([Cl:32])=[CH:26][N:27]=[C:28]2[Cl:31])=[CH:23][CH:22]=1)(=[O:20])=[O:19])([CH3:13])([CH3:12])[CH3:11].C([O-])([O-])=O.[K+].[K+], predict the reaction product. The product is: [C:10]([O:14][C:15](=[O:33])[CH2:16][N:17]([S:18]([C:21]1[CH:30]=[C:29]2[C:24]([C:25]([Cl:32])=[CH:26][N:27]=[C:28]2[Cl:31])=[CH:23][CH:22]=1)(=[O:20])=[O:19])[CH2:5][C:4]1[CH:7]=[CH:8][CH:9]=[C:2]([Cl:1])[CH:3]=1)([CH3:13])([CH3:11])[CH3:12]. (4) Given the reactants [N:1]1[CH:6]=[CH:5][C:4]([C:7]2[CH:11]=[C:10]([C:12](OC)=[O:13])[NH:9][N:8]=2)=[CH:3][CH:2]=1.C1COCC1.[H-].[Al+3].[Li+].[H-].[H-].[H-], predict the reaction product. The product is: [N:1]1[CH:2]=[CH:3][C:4]([C:7]2[CH:11]=[C:10]([CH2:12][OH:13])[NH:9][N:8]=2)=[CH:5][CH:6]=1. (5) Given the reactants C(O[C:6]([N:8]([CH:10]1[CH2:14][CH2:13][N:12]([S:15]([C:18]2[C:19]3[C:20]([Cl:28])=[CH:21][N:22]=[CH:23][C:24]=3[CH:25]=[CH:26][CH:27]=2)(=[O:17])=[O:16])[CH2:11]1)C)=O)(C)(C)C.[Cl:29]C1C2C(S(Cl)(=O)=O)=CC=CC=2C=NC=1.C(OC(N(C1CCNC1)C)=O)(C)(C)C.BrC1C2C(S(Cl)(=O)=O)=CC=CC=2C=NC=1.C(OC(N([C@H]1CCNC1)C)=O)(C)(C)C, predict the reaction product. The product is: [Cl:28][C:20]1[C:19]2[C:18]([S:15]([N:12]3[CH2:13][CH2:14][CH:10]([NH:8][CH3:6])[CH2:11]3)(=[O:16])=[O:17])=[CH:27][CH:26]=[CH:25][C:24]=2[CH:23]=[N:22][CH:21]=1.[ClH:29]. (6) Given the reactants C[O:2][C:3](=[O:22])[C:4]1[CH:9]=[C:8]([CH2:10][C:11]2[CH:16]=[CH:15][CH:14]=[C:13]([Cl:17])[C:12]=2[F:18])[C:7]([O:19][CH3:20])=[CH:6][C:5]=1[F:21].[OH-].[Na+].O.Cl, predict the reaction product. The product is: [Cl:17][C:13]1[C:12]([F:18])=[C:11]([CH:16]=[CH:15][CH:14]=1)[CH2:10][C:8]1[C:7]([O:19][CH3:20])=[CH:6][C:5]([F:21])=[C:4]([CH:9]=1)[C:3]([OH:22])=[O:2]. (7) Given the reactants C[O:2][C:3](=O)[CH2:4][C:5](=[O:8])[CH2:6][CH3:7].C(O)C.[CH3:13][NH:14][CH3:15], predict the reaction product. The product is: [CH3:13][N:14]([CH3:15])[C:3](=[O:2])[CH2:4][C:5](=[O:8])[CH2:6][CH3:7]. (8) Given the reactants [CH2:1]([NH:8][C:9]1[C:10](=[O:26])[N:11]([C:22]([CH3:25])([CH3:24])C)[S:12](=[O:21])(=[O:20])[C:13]=1[C:14]1[CH:19]=[CH:18][CH:17]=[CH:16][CH:15]=1)[C:2]1[CH:7]=[CH:6][CH:5]=[CH:4][CH:3]=1.Br[CH:28]1CCC[CH2:29]1, predict the reaction product. The product is: [CH2:1]([NH:8][C:9]1[C:10](=[O:26])[N:11]([CH:22]2[CH2:24][CH2:29][CH2:28][CH2:25]2)[S:12](=[O:20])(=[O:21])[C:13]=1[C:14]1[CH:19]=[CH:18][CH:17]=[CH:16][CH:15]=1)[C:2]1[CH:3]=[CH:4][CH:5]=[CH:6][CH:7]=1. (9) Given the reactants [CH3:1][O:2][C@H:3]1[CH2:7][CH2:6][CH2:5][C@H:4]1[O:8][C:9]1[C:14]2[C:15]([O:18][CH2:19][CH:20]3[CH2:25][CH2:24][N:23]([CH2:26][C:27]4([OH:33])[CH2:32][CH2:31][O:30][CH2:29][CH2:28]4)[CH2:22][CH2:21]3)=[N:16][O:17][C:13]=2[CH:12]=[CH:11][CH:10]=1.[C:34]([OH:39])(=[O:38])[C:35]([OH:37])=[O:36], predict the reaction product. The product is: [C:34]([OH:39])(=[O:38])[C:35]([OH:37])=[O:36].[CH3:1][O:2][C@H:3]1[CH2:7][CH2:6][CH2:5][C@H:4]1[O:8][C:9]1[C:14]2[C:15]([O:18][CH2:19][CH:20]3[CH2:21][CH2:22][N:23]([CH2:26][C:27]4([OH:33])[CH2:32][CH2:31][O:30][CH2:29][CH2:28]4)[CH2:24][CH2:25]3)=[N:16][O:17][C:13]=2[CH:12]=[CH:11][CH:10]=1.